From a dataset of Catalyst prediction with 721,799 reactions and 888 catalyst types from USPTO. Predict which catalyst facilitates the given reaction. (1) Reactant: [OH:1][C:2]1[CH:7]=[CH:6][C:5]([NH:8][C:9](=[O:15])[O:10][C:11]([CH3:14])([CH3:13])[CH3:12])=[CH:4][C:3]=1[CH3:16].Cl[C:18]1[CH:23]=[CH:22][C:21]([N+:24]([O-:26])=[O:25])=[CH:20][N:19]=1.C(=O)([O-])[O-].[K+].[K+]. Product: [CH3:16][C:3]1[CH:4]=[C:5]([NH:8][C:9](=[O:15])[O:10][C:11]([CH3:12])([CH3:13])[CH3:14])[CH:6]=[CH:7][C:2]=1[O:1][C:18]1[CH:23]=[CH:22][C:21]([N+:24]([O-:26])=[O:25])=[CH:20][N:19]=1. The catalyst class is: 3. (2) Reactant: [CH3:1][C:2]1[C:3]([CH2:20][CH2:21][N:22]2[CH2:27][CH2:26][N:25]([C:28]3[CH:37]=[CH:36][CH:35]=[C:34]4[C:29]=3[CH:30]=[CH:31][C:32]([CH3:38])=[N:33]4)[CH2:24][C@H:23]2[CH3:39])=[C:4]2[C:9](=[CH:10][CH:11]=1)[N:8]1[CH:12]=[N:13][C:14]([C:15]([O:17]CC)=O)=[C:7]1[CH2:6][CH2:5]2.[OH-].[K+].[ClH:42].Cl.CC1C=CC2C(=CC=CC=2N2CCN(CCC3C4OCC5=C(C(N)=O)N=CN5C=4C=CC=3)CC2)[N:46]=1.Cl. Product: [ClH:42].[ClH:42].[CH3:1][C:2]1[C:3]([CH2:20][CH2:21][N:22]2[CH2:27][CH2:26][N:25]([C:28]3[CH:37]=[CH:36][CH:35]=[C:34]4[C:29]=3[CH:30]=[CH:31][C:32]([CH3:38])=[N:33]4)[CH2:24][C@H:23]2[CH3:39])=[C:4]2[C:9](=[CH:10][CH:11]=1)[N:8]1[CH:12]=[N:13][C:14]([C:15]([NH2:46])=[O:17])=[C:7]1[CH2:6][CH2:5]2. The catalyst class is: 100. (3) Reactant: [OH:1][C:2]1[CH:3]=[C:4]([CH:9]=[C:10]([N+:12]([O-:14])=[O:13])[CH:11]=1)[C:5]([O:7][CH3:8])=[O:6].[F:15][C:16]1[CH:23]=[CH:22][CH:21]=[CH:20][C:17]=1[CH2:18]Br.C(=O)([O-])[O-].[K+].[K+]. Product: [F:15][C:16]1[CH:23]=[CH:22][CH:21]=[CH:20][C:17]=1[CH2:18][O:1][C:2]1[CH:3]=[C:4]([CH:9]=[C:10]([N+:12]([O-:14])=[O:13])[CH:11]=1)[C:5]([O:7][CH3:8])=[O:6]. The catalyst class is: 3. (4) Reactant: I[C:2]1[CH:3]=[C:4]([CH:8]([CH3:11])[C:9]#[N:10])[CH:5]=[CH:6][CH:7]=1.C([O-])([O-])=O.[Na+].[Na+].[O:18]1[CH:22]=[CH:21][N:20]=[C:19]1B(O)O. Product: [O:18]1[CH:22]=[CH:21][N:20]=[C:19]1[C:2]1[CH:3]=[C:4]([CH:8]([CH3:11])[C:9]#[N:10])[CH:5]=[CH:6][CH:7]=1. The catalyst class is: 1. (5) Reactant: [CH3:1][O:2][N:3]=[C:4]1[CH2:8][N:7]([C:9]([O:11][C:12]([CH3:15])([CH3:14])[CH3:13])=[O:10])[C@H:6]([C:16]([O:18]C)=O)[CH2:5]1.[NH2:20][NH2:21].O. Product: [NH:20]([C:16]([C@@H:6]1[CH2:5][C:4](=[N:3][O:2][CH3:1])[CH2:8][N:7]1[C:9]([O:11][C:12]([CH3:13])([CH3:14])[CH3:15])=[O:10])=[O:18])[NH2:21]. The catalyst class is: 5. (6) Reactant: Cl[C:2]1[N:7]=[C:6]([NH:8][C:9]2[CH:14]=[CH:13][CH:12]=[CH:11][C:10]=2[NH:15][S:16]([CH3:19])(=[O:18])=[O:17])[C:5]([F:20])=[CH:4][N:3]=1.[NH2:21][C:22]1[CH:23]=[C:24]([CH:36]=[CH:37][CH:38]=1)[O:25][CH2:26][CH2:27][NH:28]C(=O)OC(C)(C)C. Product: [NH2:28][CH2:27][CH2:26][O:25][C:24]1[CH:23]=[C:22]([NH:21][C:2]2[N:7]=[C:6]([NH:8][C:9]3[CH:14]=[CH:13][CH:12]=[CH:11][C:10]=3[NH:15][S:16]([CH3:19])(=[O:18])=[O:17])[C:5]([F:20])=[CH:4][N:3]=2)[CH:38]=[CH:37][CH:36]=1. The catalyst class is: 51. (7) Reactant: [CH:1]1[C:13]2[CH:12]([CH2:14][O:15][C:16]([NH:18][C@@H:19]([CH2:23][C:24]3[C:29]([CH3:30])=[CH:28][C:27]([OH:31])=[CH:26][C:25]=3[CH3:32])[C:20](O)=[O:21])=[O:17])[C:11]3[C:6](=[CH:7][CH:8]=[CH:9][CH:10]=3)[C:5]=2[CH:4]=[CH:3][CH:2]=1.[CH2:33]([O:35][CH:36]([O:51][CH2:52][CH3:53])[C@@H:37]([NH:39][CH2:40][C:41]1[CH:42]=[CH:43][CH:44]=[C:45]2[C:50]=1[N:49]=[CH:48][CH:47]=[CH:46]2)[CH3:38])[CH3:34].[Cl-].COC1N=C(OC)N=C([N+]2(C)CCOCC2)N=1. Product: [CH2:33]([O:35][CH:36]([O:51][CH2:52][CH3:53])[C@@H:37]([N:39]([CH2:40][C:41]1[CH:42]=[CH:43][CH:44]=[C:45]2[C:50]=1[N:49]=[CH:48][CH:47]=[CH:46]2)[C:20](=[O:21])[C@@H:19]([NH:18][C:16](=[O:17])[O:15][CH2:14][CH:12]1[C:13]2[CH:1]=[CH:2][CH:3]=[CH:4][C:5]=2[C:6]2[C:11]1=[CH:10][CH:9]=[CH:8][CH:7]=2)[CH2:23][C:24]1[C:29]([CH3:30])=[CH:28][C:27]([OH:31])=[CH:26][C:25]=1[CH3:32])[CH3:38])[CH3:34]. The catalyst class is: 96.